Dataset: Forward reaction prediction with 1.9M reactions from USPTO patents (1976-2016). Task: Predict the product of the given reaction. (1) Given the reactants [CH3:1][C:2]1[CH:7]=[CH:6][C:5]([S:8]([N:11]2[CH:15]=[CH:14][CH:13]=[N:12]2)(=[O:10])=[O:9])=[CH:4][CH:3]=1.C([Li])(C)(C)C.CCCCC.[I:26]I.[Cl-].[NH4+], predict the reaction product. The product is: [I:26][C:15]1[N:11]([S:8]([C:5]2[CH:6]=[CH:7][C:2]([CH3:1])=[CH:3][CH:4]=2)(=[O:10])=[O:9])[N:12]=[CH:13][CH:14]=1. (2) Given the reactants [CH:1]1([CH:5]([CH3:10])[C:6]([O:8]C)=[O:7])[CH2:4][CH2:3][CH2:2]1.[OH-].[Li+], predict the reaction product. The product is: [CH:1]1([CH:5]([CH3:10])[C:6]([OH:8])=[O:7])[CH2:4][CH2:3][CH2:2]1. (3) The product is: [C:24]([C:12]1[CH:11]=[C:10]2[C:15]([C:7]([C:5]([OH:28])=[O:6])=[CH:8][NH:9]2)=[CH:14][C:13]=1[C:16]1[CH:17]=[CH:18][C:19]([O:22][CH3:23])=[CH:20][CH:21]=1)#[N:25]. Given the reactants Cl([O-])=O.[Na+].[CH:5]([C:7]1[C:15]2[C:10](=[CH:11][C:12]([C:24]#[N:25])=[C:13]([C:16]3[CH:21]=[CH:20][C:19]([O:22][CH3:23])=[CH:18][CH:17]=3)[CH:14]=2)[NH:9][CH:8]=1)=[O:6].O.P([O-])([O-])([O-])=[O:28].[Na+].[Na+].[Na+].OO.S([O-])([O-])=O.[Na+].[Na+].Cl, predict the reaction product. (4) The product is: [Cl:1][C:2]1[C:3]2[N:4]([C:22]([CH2:23][CH:24]3[CH2:26][CH2:25]3)=[N:21][N:20]=2)[N:5]=[CH:6][C:7]=1[N:8]1[CH2:13][CH2:12][CH:11]([C:14]2[CH:19]=[CH:18][N:17]=[CH:16][CH:15]=2)[CH2:10][CH2:9]1. Given the reactants [Cl:1][C:2]1[C:7]([N:8]2[CH2:13][CH2:12][CH:11]([C:14]3[CH:19]=[CH:18][N:17]=[CH:16][CH:15]=3)[CH2:10][CH2:9]2)=[CH:6][N:5]=[N:4][C:3]=1[NH:20][NH:21][C:22](=O)[CH2:23][CH:24]1[CH2:26][CH2:25]1.P(Cl)(Cl)(Cl)=O, predict the reaction product. (5) Given the reactants [Cl:1][C:2]1[N:7]=[CH:6][N:5]=[C:4]([NH:8][C:9](=[O:17])OC2C=CC=CC=2)[CH:3]=1.[NH2:18][C:19]1[C:20]([F:33])=[C:21]([NH:26][S:27]([CH2:30][CH2:31][CH3:32])(=[O:29])=[O:28])[CH:22]=[CH:23][C:24]=1[F:25].ClCCCl, predict the reaction product. The product is: [Cl:1][C:2]1[N:7]=[CH:6][N:5]=[C:4]([NH:8][C:9](=[O:17])[NH:18][C:19]2[C:20]([F:33])=[C:21]([NH:26][S:27]([CH2:30][CH2:31][CH3:32])(=[O:29])=[O:28])[CH:22]=[CH:23][C:24]=2[F:25])[CH:3]=1. (6) Given the reactants [Br:1][C:2]1[CH:3]=[C:4]([C:12]([CH3:15])([CH3:14])[CH3:13])[C:5]([OH:11])=[C:6]([CH:10]=1)[C:7]([OH:9])=O.[NH2:16][C:17]1[CH:24]=[CH:23][C:20]([C:21]#[N:22])=[CH:19][C:18]=1[O:25][C:26]([F:29])([F:28])[F:27], predict the reaction product. The product is: [Br:1][C:2]1[CH:3]=[C:4]([C:12]([CH3:15])([CH3:14])[CH3:13])[C:5]([OH:11])=[C:6]([CH:10]=1)[C:7]([NH:16][C:17]1[CH:24]=[CH:23][C:20]([C:21]#[N:22])=[CH:19][C:18]=1[O:25][C:26]([F:27])([F:28])[F:29])=[O:9].